This data is from Reaction yield outcomes from USPTO patents with 853,638 reactions. The task is: Predict the reaction yield, written as a fraction of the theoretical maximum amount of product (1.0 means a 100% yield; for example, 0.34 means a 34% yield). (1) The reactants are [F:1][C:2]([F:33])([F:32])[C:3]1[CH:8]=[CH:7][C:6]([N:9]2[CH2:14][CH2:13][CH:12]([O:15][C:16]3[CH:17]=[C:18]4[C:22](=[CH:23][CH:24]=3)[CH:21]([NH:25][CH:26]3[CH2:31][CH2:30][NH:29][CH2:28][CH2:27]3)[CH2:20][CH2:19]4)[CH2:11][CH2:10]2)=[CH:5][CH:4]=1.Br[CH2:35][C:36]1[CH:41]=[CH:40][C:39]([F:42])=[CH:38][CH:37]=1.C(N(CC)C(C)C)(C)C. The catalyst is CN(C)C=O. The product is [F:42][C:39]1[CH:40]=[CH:41][C:36]([CH2:35][N:29]2[CH2:30][CH2:31][CH:26]([NH:25][CH:21]3[C:22]4[C:18](=[CH:17][C:16]([O:15][CH:12]5[CH2:13][CH2:14][N:9]([C:6]6[CH:7]=[CH:8][C:3]([C:2]([F:1])([F:32])[F:33])=[CH:4][CH:5]=6)[CH2:10][CH2:11]5)=[CH:24][CH:23]=4)[CH2:19][CH2:20]3)[CH2:27][CH2:28]2)=[CH:37][CH:38]=1. The yield is 0.880. (2) The reactants are C[O:2][C:3]1[CH:4]=[C:5]([CH2:26]O)[C:6]2[O:10][C:9]([C:11]3[CH:16]=[CH:15][C:14]([O:17]C)=[CH:13][CH:12]=3)=[C:8]([C:19]3[CH:24]=[CH:23][CH:22]=[CH:21][CH:20]=3)[C:7]=2[CH:25]=1.B(Br)(Br)[Br:29]. The catalyst is C(Cl)Cl. The product is [Br:29][CH2:26][C:5]1[C:6]2[O:10][C:9]([C:11]3[CH:12]=[CH:13][C:14]([OH:17])=[CH:15][CH:16]=3)=[C:8]([C:19]3[CH:24]=[CH:23][CH:22]=[CH:21][CH:20]=3)[C:7]=2[CH:25]=[C:3]([OH:2])[CH:4]=1. The yield is 0.440.